This data is from Catalyst prediction with 721,799 reactions and 888 catalyst types from USPTO. The task is: Predict which catalyst facilitates the given reaction. (1) Reactant: [Cl:1][CH:2]1[CH2:7][CH2:6][CH2:5][CH2:4][C:3]1=O.Cl.[CH3:10][O:11][NH2:12].C([O-])(O)=O.[Na+]. Product: [CH3:10][O:11][N:12]=[C:3]1[CH2:4][CH2:5][CH2:6][CH2:7][CH:2]1[Cl:1]. The catalyst class is: 8. (2) Reactant: [CH3:1][O:2][C:3](=[O:19])[CH2:4][CH2:5][CH2:6][CH2:7][CH2:8][O:9][C:10]1[CH:15]=[CH:14][C:13]([N:16]=[C:17]=[O:18])=[CH:12][CH:11]=1.[CH2:20]([OH:23])[CH2:21][OH:22]. Product: [CH3:1][O:2][C:3](=[O:19])[CH2:4][CH2:5][CH2:6][CH2:7][CH2:8][O:9][C:10]1[CH:15]=[CH:14][C:13]([NH:16][C:17]([O:22][CH2:21][CH2:20][OH:23])=[O:18])=[CH:12][CH:11]=1. The catalyst class is: 6. (3) The catalyst class is: 142. Reactant: [Cl:1][C:2]1[CH:3]=[C:4]2[C:8](=[CH:9][CH:10]=1)[NH:7][CH:6]=[C:5]2[CH:11]=[O:12].[C:13](O[C:21]([O:23][C:24]([CH3:27])([CH3:26])C)=O)([O:15][C:16]([CH3:19])([CH3:18])[CH3:17])=[O:14].[C:28](#[N:30])[CH3:29]. Product: [Cl:1][C:2]1[CH:3]=[C:4]2[C:8](=[CH:9][CH:10]=1)[N:7]([C:13]([O:15][C:16]([CH3:19])([CH3:18])[CH3:17])=[O:14])[CH:6]=[C:5]2[CH:11]=[O:12].[Cl:1][C:2]1[CH:3]=[C:4]2[C:8](=[CH:9][CH:10]=1)[NH:7][CH:6]=[C:5]2[C:11](=[O:12])[CH:28]([NH:30][C:6]1[CH:5]=[CH:11][CH:26]=[C:24]([O:23][CH3:21])[CH:27]=1)[C:29]1[CH:4]=[CH:3][CH:2]=[CH:10][CH:9]=1. (4) Reactant: [C:1]([N:8]1[CH:12]=[CH:11]N=[CH:9]1)([N:3]1[CH:7]=[CH:6][N:5]=[CH:4]1)=[O:2].C(NC)C. Product: [CH2:12]([N:8]([CH3:9])[C:1]([N:3]1[CH:7]=[CH:6][N:5]=[CH:4]1)=[O:2])[CH3:11]. The catalyst class is: 4.